From a dataset of Full USPTO retrosynthesis dataset with 1.9M reactions from patents (1976-2016). Predict the reactants needed to synthesize the given product. (1) Given the product [NH2:22][CH:19]1[CH2:18][CH2:17][N:16]([CH:14]2[CH2:13][N:5]3[C:6](=[O:12])[CH:7]=[N:8][C:9]4[CH:10]=[CH:11][C:2]([F:1])=[C:3]([C:4]=43)[CH2:15]2)[CH2:21][CH2:20]1, predict the reactants needed to synthesize it. The reactants are: [F:1][C:2]1[CH:11]=[CH:10][C:9]2[N:8]=[CH:7][C:6](=[O:12])[N:5]3[CH2:13][CH:14]([N:16]4[CH2:21][CH2:20][CH:19]([NH:22]C(=O)OC(C)(C)C)[CH2:18][CH2:17]4)[CH2:15][C:3]=1[C:4]=23.CO.Cl.O1CCOCC1. (2) Given the product [Cl:3][C:4]1[CH:5]=[C:6]([NH:10][C:11]2[S:12][C:13]([C:16]3[CH:17]=[C:18]4[C:23](=[CH:24][CH:25]=3)[C:22](=[O:26])[C:21]([CH2:32][C:33]([OH:35])=[O:34])([CH2:27][C:28]([F:31])([F:30])[F:29])[CH2:20][CH2:19]4)=[CH:14][N:15]=2)[CH:7]=[CH:8][CH:9]=1, predict the reactants needed to synthesize it. The reactants are: [OH-].[Li+].[Cl:3][C:4]1[CH:5]=[C:6]([NH:10][C:11]2[S:12][C:13]([C:16]3[CH:17]=[C:18]4[C:23](=[CH:24][CH:25]=3)[C:22](=[O:26])[C:21]([CH2:32][C:33]([O:35]C)=[O:34])([CH2:27][C:28]([F:31])([F:30])[F:29])[CH2:20][CH2:19]4)=[CH:14][N:15]=2)[CH:7]=[CH:8][CH:9]=1. (3) Given the product [Cl:8][C:9]1[CH:17]=[CH:16][C:12]([C:13](=[O:15])[NH:58][C@H:59]([C:63]2[CH:68]=[CH:67][CH:66]=[CH:65][CH:64]=2)[CH2:60][CH2:61][OH:62])=[CH:11][C:10]=1[NH:18][C:19]([C:21]1[C:32](=[O:33])[NH:31][C:24]2[N:25]=[C:26]([O:29][CH3:30])[N:27]=[CH:28][C:23]=2[CH:22]=1)=[O:20], predict the reactants needed to synthesize it. The reactants are: C(N(CC)CC)C.[Cl:8][C:9]1[CH:17]=[CH:16][C:12]([C:13]([OH:15])=O)=[CH:11][C:10]=1[NH:18][C:19]([C:21]1[C:32](=[O:33])[NH:31][C:24]2[N:25]=[C:26]([O:29][CH3:30])[N:27]=[CH:28][C:23]=2[CH:22]=1)=[O:20].CN(C(ON1N=NC2C=CC=NC1=2)=[N+](C)C)C.F[P-](F)(F)(F)(F)F.[NH2:58][C@H:59]([C:63]1[CH:68]=[CH:67][CH:66]=[CH:65][CH:64]=1)[CH2:60][CH2:61][OH:62].